This data is from Full USPTO retrosynthesis dataset with 1.9M reactions from patents (1976-2016). The task is: Predict the reactants needed to synthesize the given product. (1) Given the product [O:48]1[CH2:52][CH2:51][CH:25]([CH2:24][NH:21][C:22]([C:13]2[CH:10]=[C:9]([CH2:8][CH2:7][O:6][CH2:5][C:4]3[CH:16]=[CH:17][CH:18]=[C:2]([F:1])[CH:3]=3)[O:38][N:39]=2)=[O:55])[CH2:49]1, predict the reactants needed to synthesize it. The reactants are: [F:1][C:2]1[CH:3]=[C:4]([CH:16]=[CH:17][CH:18]=1)[CH2:5][O:6][CH2:7][C:8]1ON=[C:10]([C:13](O)=O)[CH:9]=1.C([N:21]([CH2:24][CH3:25])[CH2:22]C)C.Cl.C(N=C=NCCCN(C)C)C.[OH:38][N:39]1C2C=CC=CC=2N=N1.[O:48]1[CH2:52][CH2:51]C(CN)[CH2:49]1.[OH2:55]. (2) Given the product [CH2:1]([O:8][C:9]1[C:10]([F:17])=[C:11]([F:16])[C:12]([F:15])=[C:13]([CH:14]=1)[C:31]([OH:33])=[O:32])[C:2]1[CH:3]=[CH:4][CH:5]=[CH:6][CH:7]=1, predict the reactants needed to synthesize it. The reactants are: [CH2:1]([O:8][C:9]1[CH:14]=[CH:13][C:12]([F:15])=[C:11]([F:16])[C:10]=1[F:17])[C:2]1[CH:7]=[CH:6][CH:5]=[CH:4][CH:3]=1.[Li+].CC([N-]C(C)C)C.[Li]CCCC.[C:31](=[O:33])=[O:32].